This data is from NCI-60 drug combinations with 297,098 pairs across 59 cell lines. The task is: Regression. Given two drug SMILES strings and cell line genomic features, predict the synergy score measuring deviation from expected non-interaction effect. (1) Drug 1: C1=CC(=CC=C1CCC2=CNC3=C2C(=O)NC(=N3)N)C(=O)NC(CCC(=O)O)C(=O)O. Drug 2: C1=NC(=NC(=O)N1C2C(C(C(O2)CO)O)O)N. Cell line: KM12. Synergy scores: CSS=-18.1, Synergy_ZIP=-4.87, Synergy_Bliss=-28.3, Synergy_Loewe=-36.1, Synergy_HSA=-31.3. (2) Drug 1: CNC(=O)C1=CC=CC=C1SC2=CC3=C(C=C2)C(=NN3)C=CC4=CC=CC=N4. Drug 2: CCC1=CC2CC(C3=C(CN(C2)C1)C4=CC=CC=C4N3)(C5=C(C=C6C(=C5)C78CCN9C7C(C=CC9)(C(C(C8N6C)(C(=O)OC)O)OC(=O)C)CC)OC)C(=O)OC.C(C(C(=O)O)O)(C(=O)O)O. Cell line: HL-60(TB). Synergy scores: CSS=80.1, Synergy_ZIP=28.6, Synergy_Bliss=23.9, Synergy_Loewe=5.46, Synergy_HSA=24.7. (3) Drug 1: CNC(=O)C1=CC=CC=C1SC2=CC3=C(C=C2)C(=NN3)C=CC4=CC=CC=N4. Drug 2: C(CCl)NC(=O)N(CCCl)N=O. Cell line: IGROV1. Synergy scores: CSS=3.17, Synergy_ZIP=-1.78, Synergy_Bliss=-1.12, Synergy_Loewe=-1.20, Synergy_HSA=-1.12.